This data is from Catalyst prediction with 721,799 reactions and 888 catalyst types from USPTO. The task is: Predict which catalyst facilitates the given reaction. (1) Reactant: [H-].[Na+].[I:3][C:4]1[C:9]([OH:10])=[CH:8][CH:7]=[C:6]([CH3:11])[N:5]=1.[Cl:12][C:13]1[CH:18]=[C:17](Cl)[CH:16]=[CH:15][N:14]=1. Product: [Cl:12][C:13]1[CH:18]=[C:17]([O:10][C:9]2[C:4]([I:3])=[N:5][C:6]([CH3:11])=[CH:7][CH:8]=2)[CH:16]=[CH:15][N:14]=1. The catalyst class is: 3. (2) Reactant: [CH3:1][C:2]([O:5][C:6]([NH:8][C:9]([O:11][C:12]([CH3:15])([CH3:14])[CH3:13])=[O:10])=[O:7])([CH3:4])[CH3:3].[H-].[Na+].Br[CH2:19][C:20]1[CH:21]=[C:22]([CH:30]=[CH:31][C:32]=1[N+:33]([O-:35])=[O:34])[C:23]([O:25][C:26]([CH3:29])([CH3:28])[CH3:27])=[O:24]. Product: [C:2]([O:5][C:6]([N:8]([CH2:19][C:20]1[CH:21]=[C:22]([CH:30]=[CH:31][C:32]=1[N+:33]([O-:35])=[O:34])[C:23]([O:25][C:26]([CH3:29])([CH3:27])[CH3:28])=[O:24])[C:9]([O:11][C:12]([CH3:15])([CH3:14])[CH3:13])=[O:10])=[O:7])([CH3:1])([CH3:3])[CH3:4]. The catalyst class is: 3.